This data is from NCI-60 drug combinations with 297,098 pairs across 59 cell lines. The task is: Regression. Given two drug SMILES strings and cell line genomic features, predict the synergy score measuring deviation from expected non-interaction effect. (1) Drug 1: CCC1(CC2CC(C3=C(CCN(C2)C1)C4=CC=CC=C4N3)(C5=C(C=C6C(=C5)C78CCN9C7C(C=CC9)(C(C(C8N6C=O)(C(=O)OC)O)OC(=O)C)CC)OC)C(=O)OC)O.OS(=O)(=O)O. Drug 2: CCCCC(=O)OCC(=O)C1(CC(C2=C(C1)C(=C3C(=C2O)C(=O)C4=C(C3=O)C=CC=C4OC)O)OC5CC(C(C(O5)C)O)NC(=O)C(F)(F)F)O. Cell line: NCI-H460. Synergy scores: CSS=59.6, Synergy_ZIP=0.986, Synergy_Bliss=-0.530, Synergy_Loewe=-5.28, Synergy_HSA=1.82. (2) Drug 1: CC1=CC2C(CCC3(C2CCC3(C(=O)C)OC(=O)C)C)C4(C1=CC(=O)CC4)C. Drug 2: COCCOC1=C(C=C2C(=C1)C(=NC=N2)NC3=CC=CC(=C3)C#C)OCCOC.Cl. Cell line: SF-539. Synergy scores: CSS=1.88, Synergy_ZIP=-0.353, Synergy_Bliss=0.512, Synergy_Loewe=-0.145, Synergy_HSA=0.447.